Dataset: Reaction yield outcomes from USPTO patents with 853,638 reactions. Task: Predict the reaction yield, written as a fraction of the theoretical maximum amount of product (1.0 means a 100% yield; for example, 0.34 means a 34% yield). (1) The reactants are [CH3:1][C:2]1[C:6]([C:7]2[CH:8]=[C:9](B3OC(C)(C)C(C)(C)O3)[C:10]3[NH:14][C:13](=[O:15])[NH:12][C:11]=3[CH:16]=2)=[C:5]([CH3:26])[O:4][N:3]=1.Br[C:28]1[N:32]([C:33]2[CH:38]=[CH:37][CH:36]=[CH:35][CH:34]=2)[N:31]=[CH:30][C:29]=1[CH3:39].COCCOC.C([O-])([O-])=O.[Cs+].[Cs+]. The catalyst is O. The product is [CH3:1][C:2]1[C:6]([C:7]2[CH:8]=[C:9]([C:28]3[N:32]([C:33]4[CH:38]=[CH:37][CH:36]=[CH:35][CH:34]=4)[N:31]=[CH:30][C:29]=3[CH3:39])[C:10]3[NH:14][C:13](=[O:15])[NH:12][C:11]=3[CH:16]=2)=[C:5]([CH3:26])[O:4][N:3]=1. The yield is 0.120. (2) The reactants are [CH3:1][O:2][C:3]1[CH:4]=[C:5]([C:9]2[N:14]=[C:13]([CH:15]=O)[CH:12]=[CH:11][CH:10]=2)[CH:6]=[CH:7][CH:8]=1.[NH2:17][CH2:18][CH2:19][C@H:20]1[O:24][C:23](=[O:25])[N:22]([C:26]2[CH:36]=[CH:35][C:29]3[S:30][CH2:31][C:32](=[O:34])[NH:33][C:28]=3[CH:27]=2)[CH2:21]1. The yield is 0.550. No catalyst specified. The product is [CH3:1][O:2][C:3]1[CH:4]=[C:5]([C:9]2[N:14]=[C:13]([CH2:15][NH:17][CH2:18][CH2:19][C@H:20]3[O:24][C:23](=[O:25])[N:22]([C:26]4[CH:36]=[CH:35][C:29]5[S:30][CH2:31][C:32](=[O:34])[NH:33][C:28]=5[CH:27]=4)[CH2:21]3)[CH:12]=[CH:11][CH:10]=2)[CH:6]=[CH:7][CH:8]=1. (3) The reactants are [CH3:1][S:2][C:3]1[C:4]([C:8]2[CH:9]=[N:10][CH:11]=[CH:12][CH:13]=2)=[N:5][NH:6][CH:7]=1.[CH2:14](SS[CH2:14][CH2:15][CH2:16][CH2:17][CH2:18]C)[CH2:15][CH2:16][CH2:17][CH2:18]C.IC1C(C2C=NC=CC=2)=NNC=1. No catalyst specified. The product is [CH2:1]([S:2][C:3]1[C:4]([C:8]2[CH:9]=[N:10][CH:11]=[CH:12][CH:13]=2)=[N:5][NH:6][CH:7]=1)[CH2:14][CH2:15][CH2:16][CH2:17][CH3:18]. The yield is 0.370. (4) The product is [CH2:13]([C:12]([C:17]1[CH:18]=[CH:19][C:20]2[O:24][C:23]([C:25]([OH:27])=[O:26])=[CH:22][C:21]=2[CH:28]=1)([C:9]1[CH:10]=[CH:11][C:6]([O:5][CH2:4][CH:3]([OH:30])[C:2]([CH3:31])([CH3:32])[CH3:1])=[C:7]([CH3:29])[CH:8]=1)[CH2:15][CH3:16])[CH3:14]. The reactants are [CH3:1][C:2]([CH3:32])([CH3:31])[C:3](=[O:30])[CH2:4][O:5][C:6]1[CH:11]=[CH:10][C:9]([C:12]([C:17]2[CH:18]=[CH:19][C:20]3[O:24][C:23]([C:25]([OH:27])=[O:26])=[CH:22][C:21]=3[CH:28]=2)([CH2:15][CH3:16])[CH2:13][CH3:14])=[CH:8][C:7]=1[CH3:29].[BH4-].[Na+]. The yield is 0.950. No catalyst specified. (5) The reactants are [NH2:1][OH:2].C(N(CC)CC)C.[C:10]([O:14][C:15]([O:17]C([O-])=O)=O)([CH3:13])([CH3:12])[CH3:11]. The catalyst is C(Cl)Cl. The product is [C:15]([NH:1][OH:2])([O:14][C:10]([CH3:13])([CH3:12])[CH3:11])=[O:17]. The yield is 0.880. (6) The reactants are Br[C:2]1[CH:13]=[CH:12][C:5]2[C:6]([C:9]([OH:11])=[O:10])=[N:7][S:8][C:4]=2[CH:3]=1.CC1(C)C(C)(C)OB([C:22]2[CH:27]=[CH:26][CH:25]=[CH:24][C:23]=2[OH:28])O1.[CH:30]1(P(C2CCCCC2)C2C=CC=CC=2C2C(OC)=CC=CC=2OC)CCCCC1.P([O-])([O-])([O-])=O.[K+].[K+].[K+]. The catalyst is O1CCOCC1.O.CC([O-])=O.CC([O-])=O.[Pd+2]. The product is [OH:28][C:23]1[CH:22]=[CH:27][C:26]([C:2]2[CH:13]=[CH:12][C:5]3[C:6]([C:9]([OH:11])=[O:10])=[N:7][S:8][C:4]=3[CH:3]=2)=[C:25]([CH3:30])[CH:24]=1. The yield is 0.260. (7) The reactants are [O:1]1[CH2:3][CH:2]1[CH2:4][O:5][C:6]1[CH:13]=[CH:12][C:9]([C:10]#[N:11])=[CH:8][CH:7]=1.[CH2:14]([N:16]1[N:20]=[N:19][C:18]([N:21]2[CH2:28][CH:27]3[CH2:29][CH:23]([CH2:24][NH:25][CH2:26]3)[CH2:22]2)=[N:17]1)[CH3:15].O. The catalyst is C(O)(C)C. The product is [CH2:14]([N:16]1[N:20]=[N:19][C:18]([N:21]2[CH2:22][CH:23]3[CH2:29][CH:27]([CH2:26][N:25]([CH2:3][CH:2]([OH:1])[CH2:4][O:5][C:6]4[CH:13]=[CH:12][C:9]([C:10]#[N:11])=[CH:8][CH:7]=4)[CH2:24]3)[CH2:28]2)=[N:17]1)[CH3:15]. The yield is 0.770. (8) The reactants are [C:1]([O:5][C:6](=[O:23])[N:7]([C:9]1[CH:14]=[CH:13][C:12]([O:15][CH2:16][CH2:17][CH2:18][CH2:19][CH2:20][CH2:21]Br)=[CH:11][CH:10]=1)[CH3:8])([CH3:4])([CH3:3])[CH3:2].C[CH:25]=[CH:26][CH2:27][NH2:28].[CH3:29]C(N(C)C)=O. No catalyst specified. The product is [C:1]([O:5][C:6](=[O:23])[N:7]([C:9]1[CH:14]=[CH:13][C:12]([O:15][CH2:16][CH2:17][CH2:18][CH2:19][CH2:20][CH2:21][N:28]([CH2:27][CH:26]=[CH2:25])[CH3:29])=[CH:11][CH:10]=1)[CH3:8])([CH3:4])([CH3:3])[CH3:2]. The yield is 0.870. (9) The reactants are [NH2:1][C:2](=[S:15])[CH2:3][N:4]1[C:8]([C:9]([O:11][CH2:12][CH3:13])=[O:10])=[CH:7][C:6]([CH3:14])=[N:5]1.Br[CH2:17][C:18]([C:20]1[CH:25]=[CH:24][CH:23]=[C:22]([C:26]([F:29])([F:28])[F:27])[CH:21]=1)=O. No catalyst specified. The product is [CH3:14][C:6]1[CH:7]=[C:8]([C:9]([O:11][CH2:12][CH3:13])=[O:10])[N:4]([CH2:3][C:2]2[S:15][CH:17]=[C:18]([C:20]3[CH:25]=[CH:24][CH:23]=[C:22]([C:26]([F:27])([F:28])[F:29])[CH:21]=3)[N:1]=2)[N:5]=1. The yield is 0.940.